This data is from Full USPTO retrosynthesis dataset with 1.9M reactions from patents (1976-2016). The task is: Predict the reactants needed to synthesize the given product. (1) Given the product [I:20][C:17]1[CH:18]=[CH:19][C:14]2[N:15]([CH:2]=[C:3]([C:4]([C:6]3[CH:11]=[CH:10][CH:9]=[CH:8][CH:7]=3)=[O:5])[N:13]=2)[CH:16]=1, predict the reactants needed to synthesize it. The reactants are: Br[CH2:2][C:3](=O)[C:4]([C:6]1[CH:11]=[CH:10][CH:9]=[CH:8][CH:7]=1)=[O:5].[NH2:13][C:14]1[CH:19]=[CH:18][C:17]([I:20])=[CH:16][N:15]=1. (2) The reactants are: [N:1]1[C:10]2[C:5](=[CH:6][CH:7]=[CH:8][CH:9]=2)[CH:4]=[C:3]([CH:11]=O)[CH:2]=1.[C:13]([OH:19])(=[O:18])[CH2:14]C(O)=O.C([O-])(=O)C.[NH4+:24]. Given the product [NH2:24][CH:11]([C:3]1[CH:2]=[N:1][C:10]2[C:5]([CH:4]=1)=[CH:6][CH:7]=[CH:8][CH:9]=2)[CH2:14][C:13]([OH:19])=[O:18], predict the reactants needed to synthesize it.